From a dataset of Forward reaction prediction with 1.9M reactions from USPTO patents (1976-2016). Predict the product of the given reaction. (1) Given the reactants C(OC(=O)C[CH:8]([CH2:12][CH:13]([CH3:15])[CH3:14])[C:9]([OH:11])=[O:10])(C)(C)C.[CH3:17]O, predict the reaction product. The product is: [CH:13]([CH:12]1[CH2:17][O:11][C:9](=[O:10])[CH2:8]1)([CH3:14])[CH3:15]. (2) Given the reactants Br[CH:2]([C:5]1[C:6]([F:20])=[C:7]([C:12]([C:14]2[CH:19]=[CH:18][CH:17]=[CH:16][CH:15]=2)=[O:13])[C:8]([Cl:11])=[CH:9][CH:10]=1)[CH2:3][CH3:4].[CH3:21][C:22]([NH2:26])([CH3:25])[CH2:23][OH:24], predict the reaction product. The product is: [C:12]([C:7]1[C:6]([F:20])=[C:5]([CH:2]([NH:26][C:22]([CH3:25])([CH3:21])[CH2:23][OH:24])[CH2:3][CH3:4])[CH:10]=[CH:9][C:8]=1[Cl:11])(=[O:13])[C:14]1[CH:19]=[CH:18][CH:17]=[CH:16][CH:15]=1. (3) Given the reactants [OH:1][C:2]1[CH:3]=[C:4]([C:14]([NH:16][C:17]2[N:22]=[CH:21][C:20]([C:23]([O:25][CH3:26])=[O:24])=[CH:19][CH:18]=2)=[O:15])[CH:5]=[C:6]([O:8][C@@H:9]([CH3:13])[CH2:10][O:11][CH3:12])[CH:7]=1.[CH3:27][C:28]1[CH:29]=[C:30](B(O)O)[CH:31]=[CH:32][CH:33]=1, predict the reaction product. The product is: [CH3:13][C@H:9]([O:8][C:6]1[CH:5]=[C:4]([C:14]([NH:16][C:17]2[N:22]=[CH:21][C:20]([C:23]([O:25][CH3:26])=[O:24])=[CH:19][CH:18]=2)=[O:15])[CH:3]=[C:2]([O:1][C:32]2[CH:31]=[CH:30][CH:29]=[C:28]([CH3:27])[CH:33]=2)[CH:7]=1)[CH2:10][O:11][CH3:12]. (4) Given the reactants [CH2:1]([O:8][CH2:9][CH2:10][CH:11]([NH:25][S:26]([C:29]1[C:38]2[C:33](=[CH:34][CH:35]=[CH:36][CH:37]=2)[C:32]([CH3:39])=[CH:31][CH:30]=1)(=[O:28])=[O:27])[CH:12]1[CH2:17][CH2:16][N:15](C(OC(C)(C)C)=O)[CH2:14][CH2:13]1)[C:2]1[CH:7]=[CH:6][CH:5]=[CH:4][CH:3]=1.C(O)(C(F)(F)F)=O, predict the reaction product. The product is: [CH2:1]([O:8][CH2:9][CH2:10][CH:11]([NH:25][S:26]([C:29]1[C:38]2[C:33](=[CH:34][CH:35]=[CH:36][CH:37]=2)[C:32]([CH3:39])=[CH:31][CH:30]=1)(=[O:28])=[O:27])[CH:12]1[CH2:13][CH2:14][NH:15][CH2:16][CH2:17]1)[C:2]1[CH:3]=[CH:4][CH:5]=[CH:6][CH:7]=1. (5) Given the reactants Cl[C:2]1[CH:3]=[C:4]([C:8]2[CH:9]=[C:10]3[C:14](=[CH:15][CH:16]=2)[N:13]([CH3:17])[N:12]=[CH:11]3)[N:5]=[N:6][CH:7]=1.B1(B2OC(C)(C)C(C)(C)O2)OC(C)(C)C(C)(C)O1.ClCCl.C([O-])(=O)C.[K+].Br[C:45]1[S:46][C:47]2[C:53]([C:54]3[CH:59]=[CH:58][C:57]([Cl:60])=[CH:56][CH:55]=3)=[C:52]([C@H:61]([O:67][C:68]([CH3:71])([CH3:70])[CH3:69])[C:62]([O:64][CH2:65][CH3:66])=[O:63])[C:51]([CH3:72])=[CH:50][C:48]=2[N:49]=1.C([O-])([O-])=O.[K+].[K+], predict the reaction product. The product is: [C:68]([O:67][C@@H:61]([C:52]1[C:51]([CH3:72])=[CH:50][C:48]2[N:49]=[C:45]([C:2]3[CH:3]=[C:4]([C:8]4[CH:9]=[C:10]5[C:14](=[CH:15][CH:16]=4)[N:13]([CH3:17])[N:12]=[CH:11]5)[N:5]=[N:6][CH:7]=3)[S:46][C:47]=2[C:53]=1[C:54]1[CH:55]=[CH:56][C:57]([Cl:60])=[CH:58][CH:59]=1)[C:62]([O:64][CH2:65][CH3:66])=[O:63])([CH3:69])([CH3:70])[CH3:71]. (6) Given the reactants C1(C2C=CC=CC=2)C=CC(C=O)=CC=1.[CH2:15]([C:22]1[CH:27]=[CH:26][C:25](/[CH:28]=[CH:29]/[C:30]([O:32][CH2:33][CH3:34])=[O:31])=[CH:24][CH:23]=1)[C:16]1[CH:21]=[CH:20][CH:19]=[CH:18]C=1, predict the reaction product. The product is: [C:22]1([C:15]2[CH:16]=[CH:21][CH:20]=[CH:19][CH:18]=2)[CH:23]=[CH:24][C:25](/[CH:28]=[CH:29]/[C:30]([O:32][CH2:33][CH3:34])=[O:31])=[CH:26][CH:27]=1. (7) Given the reactants [CH2:1]([O:8][C:9]1[CH:10]=[CH:11][C:12]([C@@H:20]([O:57][Si:58]([CH3:64])([CH3:63])[C:59]([CH3:62])([CH3:61])[CH3:60])[CH2:21][N:22]([C:50]([O:52][C:53]([CH3:56])([CH3:55])[CH3:54])=[O:51])[CH2:23][CH2:24][CH2:25][CH2:26][CH2:27][O:28][C:29]([NH:31][C:32]2[CH:33]=[C:34]([C:38]([OH:49])([C:43]3[CH:48]=[CH:47][CH:46]=[CH:45][CH:44]=3)[C:39]([O:41]C)=[O:40])[CH:35]=[CH:36][CH:37]=2)=[O:30])=[C:13]2[C:18]=1[NH:17][C:16](=[O:19])[CH:15]=[CH:14]2)[C:2]1[CH:7]=[CH:6][CH:5]=[CH:4][CH:3]=1.[Li+].[OH-].Cl, predict the reaction product. The product is: [CH2:1]([O:8][C:9]1[CH:10]=[CH:11][C:12]([C@@H:20]([O:57][Si:58]([CH3:64])([CH3:63])[C:59]([CH3:62])([CH3:61])[CH3:60])[CH2:21][N:22]([C:50]([O:52][C:53]([CH3:56])([CH3:54])[CH3:55])=[O:51])[CH2:23][CH2:24][CH2:25][CH2:26][CH2:27][O:28][C:29]([NH:31][C:32]2[CH:33]=[C:34]([C:38]([OH:49])([C:43]3[CH:44]=[CH:45][CH:46]=[CH:47][CH:48]=3)[C:39]([OH:41])=[O:40])[CH:35]=[CH:36][CH:37]=2)=[O:30])=[C:13]2[C:18]=1[NH:17][C:16](=[O:19])[CH:15]=[CH:14]2)[C:2]1[CH:7]=[CH:6][CH:5]=[CH:4][CH:3]=1. (8) Given the reactants [CH2:1]([O:4][C:5]1[CH:12]=[CH:11][CH:10]=[CH:9][C:6]=1[CH:7]=O)[CH2:2][CH3:3].[NH2:13][C:14]1[CH:18]=[CH:17][NH:16][N:15]=1.O=[C:20]([CH2:27][CH2:28][CH3:29])[CH2:21][C:22]([O:24][CH2:25][CH3:26])=[O:23], predict the reaction product. The product is: [CH2:1]([O:4][C:5]1[CH:12]=[CH:11][CH:10]=[CH:9][C:6]=1[CH:7]1[C:21]([C:22]([O:24][CH2:25][CH3:26])=[O:23])=[C:20]([CH2:27][CH2:28][CH3:29])[NH:13][C:14]2=[N:15][NH:16][CH:17]=[C:18]12)[CH2:2][CH3:3].